From a dataset of Reaction yield outcomes from USPTO patents with 853,638 reactions. Predict the reaction yield, written as a fraction of the theoretical maximum amount of product (1.0 means a 100% yield; for example, 0.34 means a 34% yield). (1) The reactants are [CH3:1][N:2]([CH3:14])[CH2:3][C:4]1[CH:9]=[C:8]([N+:10]([O-])=O)[CH:7]=[CH:6][C:5]=1[CH3:13].[Cl-:15].[Ca+2].[Cl-].Cl.C(OCC)(=O)C. The catalyst is C(O)C.C(OCC)(=O)C.[Fe]. The product is [ClH:15].[ClH:15].[NH2:10][C:8]1[CH:7]=[CH:6][C:5]([CH3:13])=[C:4]([CH:9]=1)[CH2:3][N:2]([CH3:1])[CH3:14]. The yield is 0.990. (2) The reactants are [Br:1][C:2]1[CH:9]=[C:8](F)[CH:7]=[CH:6][C:3]=1[C:4]#[N:5].[NH:11]1[CH2:15][CH2:14][CH2:13][CH2:12]1.C([O-])(O)=O.[Na+].O. The catalyst is C1COCC1. The product is [Br:1][C:2]1[CH:9]=[C:8]([N:11]2[CH2:15][CH2:14][CH2:13][CH2:12]2)[CH:7]=[CH:6][C:3]=1[C:4]#[N:5]. The yield is 0.880.